Predict the reactants needed to synthesize the given product. From a dataset of Full USPTO retrosynthesis dataset with 1.9M reactions from patents (1976-2016). (1) Given the product [NH2:58][C:1]([O:10][CH2:13][CH3:17])=[O:9].[C:6]([O-:8])(=[O:7])[CH:5]=[CH2:4], predict the reactants needed to synthesize it. The reactants are: [C:1]([OH:10])(=[O:9])CC[CH2:4][CH2:5][C:6]([OH:8])=[O:7].OC[C:13]([CH3:17])(CO)C.C(OCCO)(=O)C=C.COC1C=CC(O)=CC=1.C(C1C=C(C)C=C(C(C)(C)C)C=1O)(C)(C)C.C([O-])(=O)C.[Cs+].O=C=[N:58]C1CC(C)(C)CC(C)(CN=C=O)C1.[N-]=C=O. (2) Given the product [CH2:9]([O:11][C:12]([C:14]1[N:15]=[C:16]([CH2:19][N:20]2[C:31]3[C:36](=[CH:35][CH:34]=[CH:33][CH:32]=3)/[C:22](=[C:23](\[C:5]3[CH:6]=[CH:7][C:2]([Cl:1])=[CH:3][CH:4]=3)/[C:24]3[CH:25]=[CH:26][CH:27]=[CH:28][CH:29]=3)/[C:21]2=[O:30])[S:17][CH:18]=1)=[O:13])[CH3:10], predict the reactants needed to synthesize it. The reactants are: [Cl:1][C:2]1[CH:7]=[CH:6][C:5](I)=[CH:4][CH:3]=1.[CH2:9]([O:11][C:12]([C:14]1[N:15]=[C:16]([CH2:19][N:20]([C:31]2[CH:36]=[CH:35][CH:34]=[CH:33][CH:32]=2)[C:21](=[O:30])[C:22]#[C:23][C:24]2[CH:29]=[CH:28][CH:27]=[CH:26][CH:25]=2)[S:17][CH:18]=1)=[O:13])[CH3:10]. (3) Given the product [F:17][C:2]1([F:1])[CH2:3][CH2:4][C:5]([CH2:8][NH2:10])([N:11]2[CH:15]=[C:14]([CH3:16])[N:13]=[CH:12]2)[CH2:6][CH2:7]1, predict the reactants needed to synthesize it. The reactants are: [F:1][C:2]1([F:17])[CH2:7][CH2:6][C:5]([N:11]2[CH:15]=[C:14]([CH3:16])[N:13]=[CH:12]2)([C:8]([NH2:10])=O)[CH2:4][CH2:3]1.C1COCC1.[AlH4-].[Li+]. (4) Given the product [NH:1]1[C:9]2=[N:8][CH:7]=[CH:6][CH:5]=[C:4]2[C:3]([CH:10]=[C:25]2[O:24][C:23]([NH:22][C:19]3[CH:20]=[CH:21][C:16]([O:15][CH2:14][CH2:13][OH:12])=[CH:17][C:18]=3[CH3:34])=[C:27]([C:28]([O:30][CH2:31][CH3:32])=[O:29])[C:26]2=[O:33])=[CH:2]1, predict the reactants needed to synthesize it. The reactants are: [NH:1]1[C:9]2[C:4](=[CH:5][CH:6]=[CH:7][N:8]=2)[C:3]([CH:10]=O)=[CH:2]1.[OH:12][CH2:13][CH2:14][O:15][C:16]1[CH:21]=[CH:20][C:19]([NH:22][C:23]2[O:24][CH2:25][C:26](=[O:33])[C:27]=2[C:28]([O:30][CH2:31][CH3:32])=[O:29])=[C:18]([CH3:34])[CH:17]=1.N1CCC[C@H]1C(O)=O. (5) Given the product [N:19]1[C:20]2[C:15](=[CH:14][C:13]([NH:12][C:7]3[C:8]4[C:3](=[C:2]([B:28]5[O:32][C:31]([CH3:34])([CH3:33])[C:30]([CH3:36])([CH3:35])[O:29]5)[CH:11]=[CH:10][CH:9]=4)[CH:4]=[CH:5][N:6]=3)=[CH:22][CH:21]=2)[CH:16]=[CH:17][CH:18]=1, predict the reactants needed to synthesize it. The reactants are: Br[C:2]1[CH:11]=[CH:10][CH:9]=[C:8]2[C:3]=1[CH:4]=[CH:5][N:6]=[C:7]2[NH:12][C:13]1[CH:14]=[C:15]2[C:20](=[CH:21][CH:22]=1)[N:19]=[CH:18][CH:17]=[CH:16]2.CC([O-])=O.[K+].[B:28]1([B:28]2[O:32][C:31]([CH3:34])([CH3:33])[C:30]([CH3:36])([CH3:35])[O:29]2)[O:32][C:31]([CH3:34])([CH3:33])[C:30]([CH3:36])([CH3:35])[O:29]1. (6) Given the product [Br:31][C:32]1[CH:37]=[CH:36][C:35]([CH2:38][C:14]([C:13]2[C:2]([F:1])=[CH:3][C:4]3[O:9][CH2:8][C:7](=[O:10])[N:6]([CH3:11])[C:5]=3[CH:12]=2)=[O:16])=[C:34]([Cl:40])[CH:33]=1, predict the reactants needed to synthesize it. The reactants are: [F:1][C:2]1[C:13]([C:14]([OH:16])=O)=[CH:12][C:5]2[N:6]([CH3:11])[C:7](=[O:10])[CH2:8][O:9][C:4]=2[CH:3]=1.CN1C2C=CC(C(Cl)=O)=CC=2OC1=O.[Br:31][C:32]1[CH:37]=[CH:36][C:35]([CH2:38]Br)=[C:34]([Cl:40])[CH:33]=1. (7) The reactants are: Cl[C:2]1[C:11]2[C:6](=[CH:7][CH:8]=[C:9]3[S:14][CH:13]=[CH:12][C:10]3=2)[N:5]=[CH:4][C:3]=1[C:15]([O:17][CH2:18][CH3:19])=[O:16].[CH2:20]([NH2:27])[C:21]1[CH:26]=[CH:25][CH:24]=[CH:23][CH:22]=1. Given the product [CH2:20]([NH:27][C:2]1[C:11]2[C:6](=[CH:7][CH:8]=[C:9]3[S:14][CH:13]=[CH:12][C:10]3=2)[N:5]=[CH:4][C:3]=1[C:15]([O:17][CH2:18][CH3:19])=[O:16])[C:21]1[CH:26]=[CH:25][CH:24]=[CH:23][CH:22]=1, predict the reactants needed to synthesize it. (8) The reactants are: [C-]#[Si+].[CH3:3][O:4][CH2:5][CH2:6][CH2:7][CH2:8][CH2:9][CH2:10][CH2:11][CH3:12]. Given the product [CH3:3][O:4][CH2:5][CH:6]=[CH:7][CH2:8][CH2:9][CH2:10][CH:11]=[CH2:12], predict the reactants needed to synthesize it.